Predict which catalyst facilitates the given reaction. From a dataset of Catalyst prediction with 721,799 reactions and 888 catalyst types from USPTO. (1) Reactant: [CH3:1][N:2]([C@@H:13]1[CH2:17][CH2:16][N:15]([C:18]2[C:19]3[CH:26]=[CH:25][N:24]([CH2:27][O:28][CH2:29][CH2:30][Si:31]([CH3:34])([CH3:33])[CH3:32])[C:20]=3[N:21]=[CH:22][N:23]=2)[CH2:14]1)[C:3]1[CH:8]=[C:7]([CH3:9])[C:6]([N+:10]([O-])=O)=[CH:5][N:4]=1.[NH4+].[Cl-].[N:37]([O-])=O.[Na+].N.O. Product: [CH3:1][N:2]([C@@H:13]1[CH2:17][CH2:16][N:15]([C:18]2[C:19]3[CH:26]=[CH:25][N:24]([CH2:27][O:28][CH2:29][CH2:30][Si:31]([CH3:34])([CH3:33])[CH3:32])[C:20]=3[N:21]=[CH:22][N:23]=2)[CH2:14]1)[C:3]1[CH:8]=[C:7]2[CH:9]=[N:37][NH:10][C:6]2=[CH:5][N:4]=1. The catalyst class is: 190. (2) Reactant: CN.[CH2:3]([N:5](CC)CC)C.[Cl:10][C:11]1[N:19]=[CH:18][CH:17]=[CH:16][C:12]=1[C:13](Cl)=[O:14]. Product: [Cl:10][C:11]1[N:19]=[CH:18][CH:17]=[CH:16][C:12]=1[C:13]([NH:5][CH3:3])=[O:14]. The catalyst class is: 23. (3) Reactant: [C:1]([O:5][C:6]([NH:8][CH2:9][CH2:10][CH2:11][CH2:12][C:13]([OH:15])=O)=[O:7])([CH3:4])([CH3:3])[CH3:2].CCN=C=N[CH2:21][CH2:22][CH2:23][N:24]([CH3:26])C.Cl.[CH:28]1[CH:29]=[CH:30][C:31]2N(O)N=[N:34][C:32]=2C=1. Product: [CH3:1][O:5][C:6](=[O:7])[C:29]1[CH:30]=[CH:31][C:32]([NH:34][C:13](=[O:15])[CH2:12][CH2:11][CH2:10][CH2:9][NH:8][C:6]([O:5][C:1]([CH3:2])([CH3:3])[CH3:4])=[O:7])=[C:26]([NH:24][CH2:23][CH2:22][CH3:21])[CH:28]=1. The catalyst class is: 22. (4) Product: [F:14][C:10]1[CH:9]=[C:8]2[C:13](=[CH:12][CH:11]=1)[N:5]([CH2:4][C:3]([OH:33])=[O:2])[C:6]([CH3:32])=[C:7]2[CH2:15][C:16]1[C:21]([S:22]([C:25]2[CH:26]=[CH:27][C:28]([F:31])=[CH:29][CH:30]=2)(=[O:24])=[O:23])=[CH:20][CH:19]=[CH:18][N:17]=1. The catalyst class is: 7. Reactant: C[O:2][C:3](=[O:33])[CH2:4][N:5]1[C:13]2[C:8](=[CH:9][C:10]([F:14])=[CH:11][CH:12]=2)[C:7]([CH2:15][C:16]2[C:21]([S:22]([C:25]3[CH:30]=[CH:29][C:28]([F:31])=[CH:27][CH:26]=3)(=[O:24])=[O:23])=[CH:20][CH:19]=[CH:18][N:17]=2)=[C:6]1[CH3:32].[OH-].[Li+]. (5) Reactant: C([O:3][C:4](=[O:31])[CH2:5][C:6]1[O:10][N:9]=[C:8]([CH2:11][C:12]2[CH:17]=[CH:16][C:15]([NH:18][C:19](=[O:24])[C:20]([CH3:23])([CH3:22])[CH3:21])=[CH:14][C:13]=2[CH2:25][S:26][C:27]([CH3:30])([CH3:29])[CH3:28])[N:7]=1)C.[Li+].[OH-]. Product: [C:27]([S:26][CH2:25][C:13]1[CH:14]=[C:15]([NH:18][C:19](=[O:24])[C:20]([CH3:23])([CH3:22])[CH3:21])[CH:16]=[CH:17][C:12]=1[CH2:11][C:8]1[N:7]=[C:6]([CH2:5][C:4]([OH:31])=[O:3])[O:10][N:9]=1)([CH3:30])([CH3:29])[CH3:28]. The catalyst class is: 24. (6) Reactant: C(OC([N:8]1[CH2:11][CH:10]([CH2:12][O:13][C:14]2[CH:19]=[CH:18][CH:17]=[CH:16][C:15]=2[C:20]([N:22]2[CH2:36][C:25]3=[C:26]4[N:31]([N:32]=[C:24]3[CH2:23]2)[C:30]([CH3:33])=[C:29]([Cl:34])[C:28]([CH3:35])=[N:27]4)=[O:21])[CH2:9]1)=O)(C)(C)C. Product: [ClH:34].[NH:8]1[CH2:9][CH:10]([CH2:12][O:13][C:14]2[CH:19]=[CH:18][CH:17]=[CH:16][C:15]=2[C:20]([N:22]2[CH2:36][C:25]3=[C:26]4[N:31]([N:32]=[C:24]3[CH2:23]2)[C:30]([CH3:33])=[C:29]([Cl:34])[C:28]([CH3:35])=[N:27]4)=[O:21])[CH2:11]1. The catalyst class is: 137. (7) Reactant: Br[C:2]1[S:10][C:9]2[C:4](=[N:5][CH:6]=[CH:7][C:8]=2[O:11][C:12]2[CH:17]=[CH:16][C:15]([N+:18]([O-:20])=[O:19])=[CH:14][C:13]=2[F:21])[CH:3]=1.[CH3:22][O:23][C:24]1[N:29]=[CH:28][C:27](B(O)O)=[CH:26][CH:25]=1.[F-].[Cs+].C([O-])(O)=O.[Na+]. Product: [F:21][C:13]1[CH:14]=[C:15]([N+:18]([O-:20])=[O:19])[CH:16]=[CH:17][C:12]=1[O:11][C:8]1[CH:7]=[CH:6][N:5]=[C:4]2[CH:3]=[C:2]([C:27]3[CH:28]=[N:29][C:24]([O:23][CH3:22])=[CH:25][CH:26]=3)[S:10][C:9]=12. The catalyst class is: 149.